From a dataset of Forward reaction prediction with 1.9M reactions from USPTO patents (1976-2016). Predict the product of the given reaction. (1) The product is: [Cl:1][C:2]1[C:3]([NH:16][CH:17]2[CH2:22][CH2:21][N:20]([C:33]3[CH:34]=[CH:35][C:36]([C:39]#[N:40])=[CH:37][N:38]=3)[CH2:19][CH:18]2[CH2:23][CH3:24])=[N:4][C:5]([NH:8][C:9]2[C:10]([CH3:15])=[N:11][N:12]([CH3:14])[CH:13]=2)=[N:6][CH:7]=1. Given the reactants [Cl:1][C:2]1[C:3]([NH:16][CH:17]2[CH2:22][CH2:21][NH:20][CH2:19][CH:18]2[CH2:23][CH3:24])=[N:4][C:5]([NH:8][C:9]2[C:10]([CH3:15])=[N:11][N:12]([CH3:14])[CH:13]=2)=[N:6][CH:7]=1.C(N(CC)CC)C.Cl[C:33]1[N:38]=[CH:37][C:36]([C:39]#[N:40])=[CH:35][CH:34]=1, predict the reaction product. (2) Given the reactants [NH:1]1[C:9]2[C:4](=[CH:5][CH:6]=[C:7]([C:10]([O:12][CH3:13])=[O:11])[CH:8]=2)[CH:3]=[CH:2]1.I[C:15]1[CH:20]=[CH:19][CH:18]=[CH:17][CH:16]=1, predict the reaction product. The product is: [C:15]1([N:1]2[C:9]3[C:4](=[CH:5][CH:6]=[C:7]([C:10]([O:12][CH3:13])=[O:11])[CH:8]=3)[CH:3]=[CH:2]2)[CH:20]=[CH:19][CH:18]=[CH:17][CH:16]=1. (3) Given the reactants [C:1]([C:3]1[CH:4]=[C:5]([C:9]2[C:10]([C@@H:15]([NH:25][C:26](=[O:38])[CH2:27][C:28]3[C:36]4[C:31](=[CH:32][CH:33]=[C:34]([OH:37])[CH:35]=4)[NH:30][CH:29]=3)[CH2:16][C:17]3[CH:22]=[C:21]([F:23])[CH:20]=[C:19]([F:24])[CH:18]=3)=[N:11][CH:12]=[CH:13][CH:14]=2)[CH:6]=[CH:7][CH:8]=1)#[N:2].[N-:39]=[N+:40]=[N-:41].[Na+], predict the reaction product. The product is: [NH:39]1[C:1]([C:3]2[CH:4]=[C:5]([C:9]3[C:10]([CH:15]([NH:25][C:26](=[O:38])[CH2:27][C:28]4[C:36]5[C:31](=[CH:32][CH:33]=[C:34]([OH:37])[CH:35]=5)[NH:30][CH:29]=4)[CH2:16][C:17]4[CH:22]=[C:21]([F:23])[CH:20]=[C:19]([F:24])[CH:18]=4)=[N:11][CH:12]=[CH:13][CH:14]=3)[CH:6]=[CH:7][CH:8]=2)=[N:2][N:41]=[N:40]1. (4) Given the reactants [CH2:1]([N:5]1[CH:9]=[C:8](B2OC(C)(C)C(C)(C)O2)[CH:7]=[N:6]1)[CH:2]([CH3:4])[CH3:3].Br[C:20]1[O:24][C:23]([C:25]([NH:27][CH2:28][C:29]2[CH:34]=[CH:33][N:32]3[CH:35]=[CH:36][N:37]=[C:31]3[CH:30]=2)=[O:26])=[CH:22][CH:21]=1.BrC1C=CC(N)=CC=1, predict the reaction product. The product is: [N:37]1[CH:36]=[CH:35][N:32]2[CH:33]=[CH:34][C:29]([CH2:28][NH:27][C:25]([C:23]3[O:24][C:20]([C:9]4[N:5]([CH2:1][CH:2]([CH3:3])[CH3:4])[N:6]=[CH:7][CH:8]=4)=[CH:21][CH:22]=3)=[O:26])=[CH:30][C:31]=12. (5) Given the reactants C(=CN)C1C=CC=CC=1.[CH:10](=[N:17][C:18]1[CH:23]=[CH:22][CH:21]=[CH:20][CH:19]=1)[C:11]1[CH:16]=[CH:15][CH:14]=[CH:13][CH:12]=1, predict the reaction product. The product is: [CH2:10]([NH:17][CH3:18])[C:11]1[CH:16]=[CH:15][CH:14]=[CH:13][CH:12]=1.[CH2:10]([NH:17][C:18]1[CH:23]=[CH:22][CH:21]=[CH:20][CH:19]=1)[C:11]1[CH:16]=[CH:15][CH:14]=[CH:13][CH:12]=1. (6) The product is: [C:1]([S:4][CH2:5][CH2:6][CH2:7][CH2:8][CH2:9][C:10]([O:12][CH2:19][C:20]1[CH:25]=[CH:24][CH:23]=[CH:22][CH:21]=1)=[O:11])(=[O:3])[CH3:2]. Given the reactants [C:1]([S:4][CH2:5][CH2:6][CH2:7][CH2:8][CH2:9][C:10]([OH:12])=[O:11])(=[O:3])[CH3:2].C([O-])([O-])=O.[K+].[K+].[CH2:19](Br)[C:20]1[CH:25]=[CH:24][CH:23]=[CH:22][CH:21]=1.C(OCC)(=O)C, predict the reaction product. (7) Given the reactants C(=O)([O-])[O-].[K+].[K+].[CH2:7]([O:9][C:10](=[O:23])[NH:11][C:12]1[CH:17]=[C:16]([Br:18])[N:15]=[C:14]([Br:19])[C:13]=1[N+:20]([O-:22])=[O:21])[CH3:8].[CH2:24](Br)[C:25]1[CH:30]=[CH:29][CH:28]=[CH:27][CH:26]=1.[I-].[Na+], predict the reaction product. The product is: [CH2:7]([O:9][C:10](=[O:23])[N:11]([CH2:24][C:25]1[CH:30]=[CH:29][CH:28]=[CH:27][CH:26]=1)[C:12]1[CH:17]=[C:16]([Br:18])[N:15]=[C:14]([Br:19])[C:13]=1[N+:20]([O-:22])=[O:21])[CH3:8]. (8) Given the reactants [C:1]([C:4]1[CH:5]=[C:6]([C:10]([C:12]2[N:20]3[C:15]([CH:16]=[C:17]([CH:21]([CH3:23])[CH3:22])[CH:18]=[CH:19]3)=[C:14]([C:24](=[O:29])[C:25]([CH3:28])([CH3:27])[CH3:26])[C:13]=2[CH2:30][C:31]([CH3:37])([CH3:36])[C:32]([O:34]C)=[O:33])=[O:11])[CH:7]=[CH:8][CH:9]=1)(=[O:3])[NH2:2].Cl, predict the reaction product. The product is: [C:1]([C:4]1[CH:5]=[C:6]([C:10]([C:12]2[N:20]3[C:15]([CH:16]=[C:17]([CH:21]([CH3:22])[CH3:23])[CH:18]=[CH:19]3)=[C:14]([C:24](=[O:29])[C:25]([CH3:26])([CH3:27])[CH3:28])[C:13]=2[CH2:30][C:31]([CH3:37])([CH3:36])[C:32]([OH:34])=[O:33])=[O:11])[CH:7]=[CH:8][CH:9]=1)(=[O:3])[NH2:2]. (9) Given the reactants [C:1]([C:5]1[C:13]2[O:12][C:11](=[O:14])[C:10]([CH3:16])([CH3:15])[C:9]=2[CH:8]=[CH:7][CH:6]=1)([CH3:4])([CH3:3])[CH3:2].[H-].[H-].[H-].[H-].[Li+].[Al+3], predict the reaction product. The product is: [C:1]([C:5]1[CH:6]=[CH:7][CH:8]=[C:9]([C:10]([CH3:16])([CH3:15])[CH2:11][OH:14])[C:13]=1[OH:12])([CH3:4])([CH3:2])[CH3:3].